From a dataset of Reaction yield outcomes from USPTO patents with 853,638 reactions. Predict the reaction yield, written as a fraction of the theoretical maximum amount of product (1.0 means a 100% yield; for example, 0.34 means a 34% yield). (1) The reactants are [Li].C([N:9]1[C:14]2[CH:15]=[CH:16][CH:17]=[CH:18][C:13]=2[CH:12]=[CH:11][S:10]1(=[O:20])=[O:19])C1C=CC=CC=1.CCO.N. The catalyst is C1COCC1. The product is [NH:9]1[C:14]2[CH:15]=[CH:16][CH:17]=[CH:18][C:13]=2[CH2:12][CH2:11][S:10]1(=[O:19])=[O:20]. The yield is 0.340. (2) The reactants are CC1(C)COB([C:8]2[CH:9]=[C:10]([C@@H:14]([NH:18][C:19](=[O:25])[O:20][C:21]([CH3:24])([CH3:23])[CH3:22])[CH2:15][CH:16]=[CH2:17])[CH:11]=[CH:12][CH:13]=2)OC1.Br[C:28]1[C:33]([NH2:34])=[CH:32][C:31]([Cl:35])=[CH:30][N:29]=1.C([O-])([O-])=O.[Na+].[Na+]. The catalyst is C1C=CC([P]([Pd]([P](C2C=CC=CC=2)(C2C=CC=CC=2)C2C=CC=CC=2)([P](C2C=CC=CC=2)(C2C=CC=CC=2)C2C=CC=CC=2)[P](C2C=CC=CC=2)(C2C=CC=CC=2)C2C=CC=CC=2)(C2C=CC=CC=2)C2C=CC=CC=2)=CC=1.O1CCOCC1. The product is [NH2:34][C:33]1[C:28]([C:8]2[CH:9]=[C:10]([C@@H:14]([NH:18][C:19](=[O:25])[O:20][C:21]([CH3:22])([CH3:23])[CH3:24])[CH2:15][CH:16]=[CH2:17])[CH:11]=[CH:12][CH:13]=2)=[N:29][CH:30]=[C:31]([Cl:35])[CH:32]=1. The yield is 1.06. (3) The reactants are Cl[C:2]1[CH:7]=[C:6]([C:8]2[CH:13]=[CH:12][CH:11]=[C:10]([Br:14])[CH:9]=2)[N:5]=[C:4]([NH2:15])[N:3]=1.[F:16][C:17]([F:26])([F:25])[C:18]1[CH:24]=[CH:23][C:21]([NH2:22])=[CH:20][CH:19]=1. No catalyst specified. The product is [Br:14][C:10]1[CH:9]=[C:8]([C:6]2[N:5]=[C:4]([NH2:15])[N:3]=[C:2]([NH:22][C:21]3[CH:23]=[CH:24][C:18]([C:17]([F:16])([F:25])[F:26])=[CH:19][CH:20]=3)[CH:7]=2)[CH:13]=[CH:12][CH:11]=1. The yield is 0.300. (4) The reactants are [OH:1][C:2]1[C:11]2[C:6](=[N:7][CH:8]=[CH:9][CH:10]=2)[N:5]([CH2:12][CH2:13][CH:14]([CH3:16])[CH3:15])[C:4](=[O:17])[C:3]=1[C:18]1[NH:23][C:22]2[CH:24]=[CH:25][C:26]([NH:28][S:29](=[O:42])(=[O:41])[NH:30][C:31]([O:33][CH2:34][C:35]3[CH:40]=[CH:39][CH:38]=[CH:37][CH:36]=3)=[O:32])=[CH:27][C:21]=2[S:20](=[O:44])(=[O:43])[N:19]=1.[CH3:45][Si](C=[N+]=[N-])(C)C. The catalyst is O1CCCC1.CO. The product is [OH:1][C:2]1[C:11]2[C:6](=[N:7][CH:8]=[CH:9][CH:10]=2)[N:5]([CH2:12][CH2:13][CH:14]([CH3:16])[CH3:15])[C:4](=[O:17])[C:3]=1[C:18]1[NH:23][C:22]2[CH:24]=[CH:25][C:26]([NH:28][S:29](=[O:42])(=[O:41])[N:30]([CH3:45])[C:31]([O:33][CH2:34][C:35]3[CH:40]=[CH:39][CH:38]=[CH:37][CH:36]=3)=[O:32])=[CH:27][C:21]=2[S:20](=[O:43])(=[O:44])[N:19]=1. The yield is 0.150. (5) The reactants are [Cl:1][C:2]1[CH:10]=[CH:9][C:8]([OH:11])=[CH:7][C:3]=1[C:4]([OH:6])=[O:5].B1([C:18]2[CH:23]=[CH:22][CH:21]=[CH:20][CH:19]=2)OB([C:18]2[CH:23]=[CH:22][CH:21]=[CH:20][CH:19]=2)OB([C:18]2[CH:23]=[CH:22][CH:21]=[CH:20][CH:19]=2)O1.C(N(CC)CC)C.N1C=CC=CC=1.Cl. The catalyst is ClCCl.C([O-])(=O)C.[Cu+2].C([O-])(=O)C. The product is [Cl:1][C:2]1[CH:10]=[CH:9][C:8]([O:11][C:18]2[CH:23]=[CH:22][CH:21]=[CH:20][CH:19]=2)=[CH:7][C:3]=1[C:4]([OH:6])=[O:5]. The yield is 0.400. (6) The reactants are C(=O)(SC)O[O:3][CH:4]([O:8][C:9](=[O:13])[CH:10]([CH3:12])[CH3:11])[CH:5]([CH3:7])[CH3:6].[OH:17][N:18]1[C:22](=[O:23])[C@H:21]([O:24][C:25](=[O:32])[C:26]2[CH:31]=[CH:30][CH:29]=[CH:28][CH:27]=2)[C@@H:20]([O:33][C:34](=[O:41])[C:35]2[CH:40]=[CH:39][CH:38]=[CH:37][CH:36]=2)[C:19]1=[O:42].[C:43](OO)(=[O:45])C.C(O)(=O)C. The catalyst is ClCCCl. The product is [CH3:12][CH:10]([CH3:11])[C:9]([O:8][C@@H:4]([O:3][C:43]([O:17][N:18]1[C:22](=[O:23])[C@H:21]([O:24][C:25](=[O:32])[C:26]2[CH:27]=[CH:28][CH:29]=[CH:30][CH:31]=2)[C@@H:20]([O:33][C:34](=[O:41])[C:35]2[CH:40]=[CH:39][CH:38]=[CH:37][CH:36]=2)[C:19]1=[O:42])=[O:45])[CH:5]([CH3:6])[CH3:7])=[O:13]. The yield is 0.250. (7) The reactants are [C:1]([O:5][C:6]([N:8]([CH3:15])[CH2:9][CH2:10][C:11](OC)=[O:12])=[O:7])([CH3:4])([CH3:3])[CH3:2].O.[NH2:17][NH2:18]. The catalyst is CCO. The product is [NH:17]([C:11](=[O:12])[CH2:10][CH2:9][N:8]([CH3:15])[C:6](=[O:7])[O:5][C:1]([CH3:4])([CH3:3])[CH3:2])[NH2:18]. The yield is 0.980.